This data is from Reaction yield outcomes from USPTO patents with 853,638 reactions. The task is: Predict the reaction yield, written as a fraction of the theoretical maximum amount of product (1.0 means a 100% yield; for example, 0.34 means a 34% yield). (1) The reactants are Cl[C:2]1[C:23]([O:24][CH2:25][CH2:26][O:27][CH2:28][CH2:29][O:30][CH3:31])=[CH:22][C:5]([C:6]([NH:8][S:9]([C:12]2[CH:17]=[CH:16][CH:15]=[CH:14][C:13]=2[S:18](=[O:21])(=[O:20])[NH2:19])(=[O:11])=[O:10])=[O:7])=[CH:4][N:3]=1.[CH3:32][C:33]([CH3:46])([CH3:45])[C:34]#[C:35]B(OC(C)C)OC(C)C.C(=O)([O-])[O-].[Na+].[Na+]. The catalyst is CN(C)C=O.C1C=CC(P(C2C=CC=CC=2)[C-]2C=CC=C2)=CC=1.C1C=CC(P(C2C=CC=CC=2)[C-]2C=CC=C2)=CC=1.Cl[Pd]Cl.[Fe+2]. The product is [CH3:32][C:33]([CH3:46])([CH3:45])[C:34]#[C:35][C:2]1[C:23]([O:24][CH2:25][CH2:26][O:27][CH2:28][CH2:29][O:30][CH3:31])=[CH:22][C:5]([C:6]([NH:8][S:9]([C:12]2[CH:17]=[CH:16][CH:15]=[CH:14][C:13]=2[S:18](=[O:21])(=[O:20])[NH2:19])(=[O:11])=[O:10])=[O:7])=[CH:4][N:3]=1. The yield is 0.160. (2) The reactants are OC(C(F)(F)F)=O.[CH:8]([N:11]1[C:15]([C:16]2[S:17][C:18]3[CH2:19][CH2:20][O:21][C:22]4[CH:29]=[C:28]([CH:30]5[CH2:35][CH2:34][NH:33][CH2:32][CH2:31]5)[CH:27]=[CH:26][C:23]=4[C:24]=3[N:25]=2)=[N:14][CH:13]=[N:12]1)([CH3:10])[CH3:9].Br[CH2:37][CH2:38][O:39][CH:40]1[CH2:45][CH2:44][CH2:43][CH2:42][O:41]1.C(=O)([O-])[O-].[K+].[K+]. The catalyst is CN(C=O)C.C(Cl)Cl. The product is [CH:8]([N:11]1[C:15]([C:16]2[S:17][C:18]3[CH2:19][CH2:20][O:21][C:22]4[CH:29]=[C:28]([CH:30]5[CH2:35][CH2:34][N:33]([CH2:37][CH2:38][O:39][CH:40]6[CH2:45][CH2:44][CH2:43][CH2:42][O:41]6)[CH2:32][CH2:31]5)[CH:27]=[CH:26][C:23]=4[C:24]=3[N:25]=2)=[N:14][CH:13]=[N:12]1)([CH3:10])[CH3:9]. The yield is 0.330. (3) The product is [CH:22]1([C:20]([N:17]2[CH2:18][CH2:19][CH:14]([N:12]([CH3:13])[C:10](=[O:11])[CH2:9][O:8][C:5]3[N:6]=[N:7][C:2]([N:26]([CH3:27])[CH3:25])=[CH:3][CH:4]=3)[CH2:15][CH2:16]2)=[O:21])[CH2:24][CH2:23]1. The catalyst is C(O)CCC. The reactants are Cl[C:2]1[N:7]=[N:6][C:5]([O:8][CH2:9][C:10]([N:12]([CH:14]2[CH2:19][CH2:18][N:17]([C:20]([CH:22]3[CH2:24][CH2:23]3)=[O:21])[CH2:16][CH2:15]2)[CH3:13])=[O:11])=[CH:4][CH:3]=1.[CH3:25][NH:26][CH3:27].O1CCCC1.[I-].[K+].C(N(CC)CC)C. The yield is 0.190. (4) The reactants are [CH3:13][C:12]([O:11][C:9](O[C:9]([O:11][C:12]([CH3:15])([CH3:14])[CH3:13])=[O:10])=[O:10])([CH3:15])[CH3:14].[NH2:16][CH2:17][C@H:18]1[CH2:23][CH2:22][C@H:21]([C:24]([OH:26])=[O:25])[CH2:20][CH2:19]1.C(=O)(O)[O-].[Na+].Cl. The catalyst is O. The product is [C:12]([O:11][C:9]([NH:16][CH2:17][C@H:18]1[CH2:19][CH2:20][C@H:21]([C:24]([OH:26])=[O:25])[CH2:22][CH2:23]1)=[O:10])([CH3:13])([CH3:14])[CH3:15]. The yield is 0.970.